From a dataset of Full USPTO retrosynthesis dataset with 1.9M reactions from patents (1976-2016). Predict the reactants needed to synthesize the given product. (1) Given the product [CH3:1][C:2]1[CH:3]=[C:4]2[C:8](=[CH:9][CH:10]=1)[NH:7][C:6]([C:11]([NH2:22])=[O:13])=[CH:5]2, predict the reactants needed to synthesize it. The reactants are: [CH3:1][C:2]1[CH:3]=[C:4]2[C:8](=[CH:9][CH:10]=1)[NH:7][C:6]([C:11]([OH:13])=O)=[CH:5]2.S(Cl)(Cl)=O.C(Cl)(Cl)Cl.[NH3:22]. (2) Given the product [CH2:11]([C:10]1[O:9][C:8]([C:13]2[CH:14]=[CH:15][C:16]([C:19]([F:22])([F:21])[F:20])=[CH:17][CH:18]=2)=[N:7][C:6]=1[CH2:5][CH2:4][OH:3])[CH3:12], predict the reactants needed to synthesize it. The reactants are: C([O:3][C:4](=O)[CH2:5][C:6]1[N:7]=[C:8]([C:13]2[CH:18]=[CH:17][C:16]([C:19]([F:22])([F:21])[F:20])=[CH:15][CH:14]=2)[O:9][C:10]=1[CH2:11][CH3:12])C.[H-].[H-].[H-].[H-].[Li+].[Al+3]. (3) Given the product [ClH:18].[NH2:15][C:4]1[CH:5]=[C:6]([CH2:9][CH2:10][NH:11][C:12](=[O:14])[CH3:13])[CH:7]=[CH:8][C:3]=1[O:2][CH3:1], predict the reactants needed to synthesize it. The reactants are: [CH3:1][O:2][C:3]1[CH:8]=[CH:7][C:6]([CH2:9][CH2:10][NH:11][C:12](=[O:14])[CH3:13])=[CH:5][C:4]=1[N+:15]([O-])=O.[ClH:18]. (4) Given the product [Br:1][C:2]1[CH:16]=[N:15][C:5]2[N:6]([CH2:24][O:23][CH2:22][CH2:21][Si:20]([CH3:27])([CH3:26])[CH3:19])[C:7]3[CH:12]=[N:11][C:10]([C:13]#[N:14])=[CH:9][C:8]=3[C:4]=2[CH:3]=1, predict the reactants needed to synthesize it. The reactants are: [Br:1][C:2]1[CH:16]=[N:15][C:5]2[NH:6][C:7]3[CH:12]=[N:11][C:10]([C:13]#[N:14])=[CH:9][C:8]=3[C:4]=2[CH:3]=1.[H-].[Na+].[CH3:19][Si:20]([CH3:27])([CH3:26])[CH2:21][CH2:22][O:23][CH2:24]Cl.O. (5) The reactants are: [CH2:1]1[C:9]2[C:4](=[CH:5][C:6]([C:10](=[O:36])[CH2:11][S:12][C@H:13]3[C:16](=[O:17])[N:15]([C:18]4[CH:23]=[CH:22][C:21]([F:24])=[CH:20][CH:19]=4)[C@@H:14]3[C:25]3[CH:35]=[CH:34][C:28]([O:29][CH2:30][C:31]([OH:33])=[O:32])=[CH:27][CH:26]=3)=[CH:7][CH:8]=2)[CH2:3][CH2:2]1.Br[CH2:38]C(C1C=CC2CCCCC=2C=1)=O. Given the product [F:24][C:21]1[CH:20]=[CH:19][C:18]([N:15]2[C:16](=[O:17])[C@H:13]([S:12][CH2:11][C:10](=[O:36])[C:6]3[CH:7]=[CH:8][C:9]4[CH2:38][CH2:1][CH2:2][CH2:3][C:4]=4[CH:5]=3)[C@H:14]2[C:25]2[CH:35]=[CH:34][C:28]([O:29][CH2:30][C:31]([OH:33])=[O:32])=[CH:27][CH:26]=2)=[CH:23][CH:22]=1, predict the reactants needed to synthesize it. (6) Given the product [Cl:1][C:2]1[CH:3]=[CH:4][C:5]([C:6]([N:8]2[CH2:12][CH2:11][C@@H:10]([NH:13][C:14]3[N:19]=[CH:18][C:17](/[CH:20]=[CH:21]/[C:22]([OH:24])=[O:23])=[CH:16][CH:15]=3)[CH2:9]2)=[O:7])=[CH:27][CH:28]=1, predict the reactants needed to synthesize it. The reactants are: [Cl:1][C:2]1[CH:28]=[CH:27][C:5]([C:6]([N:8]2[CH2:12][CH2:11][C@@H:10]([NH:13][C:14]3[N:19]=[CH:18][C:17](/[CH:20]=[CH:21]/[C:22]([O:24]CC)=[O:23])=[CH:16][CH:15]=3)[CH2:9]2)=[O:7])=[CH:4][CH:3]=1.[OH-].[Na+]. (7) Given the product [CH:40]1([CH2:43][O:44][C:45]2[CH:53]=[CH:52][C:48]3[O:49][CH2:50][O:51][C:47]=3[C:46]=2[C:54]2[C:55]3[NH:62][CH:61]=[C:60]([C:63]([NH:2][C@@H:3]([CH2:33][C:34]4[CH:39]=[CH:38][CH:37]=[CH:36][N:35]=4)[C:4]([N:6]4[CH2:7][CH2:8][CH:9]([N:12]5[N:21]=[C:20]([C:22]6[CH:27]=[CH:26][C:25]([O:28][CH3:29])=[C:24]([O:30][CH3:31])[CH:23]=6)[C@@H:19]6[C@@H:14]([CH2:15][CH2:16][CH2:17][CH2:18]6)[C:13]5=[O:32])[CH2:10][CH2:11]4)=[O:5])=[O:64])[C:56]=3[N:57]=[CH:58][N:59]=2)[CH2:41][CH2:42]1, predict the reactants needed to synthesize it. The reactants are: Cl.[NH2:2][C@@H:3]([CH2:33][C:34]1[CH:39]=[CH:38][CH:37]=[CH:36][N:35]=1)[C:4]([N:6]1[CH2:11][CH2:10][CH:9]([N:12]2[N:21]=[C:20]([C:22]3[CH:27]=[CH:26][C:25]([O:28][CH3:29])=[C:24]([O:30][CH3:31])[CH:23]=3)[C@@H:19]3[C@@H:14]([CH2:15][CH2:16][CH2:17][CH2:18]3)[C:13]2=[O:32])[CH2:8][CH2:7]1)=[O:5].[CH:40]1([CH2:43][O:44][C:45]2[CH:53]=[CH:52][C:48]3[O:49][CH2:50][O:51][C:47]=3[C:46]=2[C:54]2[C:55]3[NH:62][CH:61]=[C:60]([C:63](O)=[O:64])[C:56]=3[N:57]=[CH:58][N:59]=2)[CH2:42][CH2:41]1.CCOC(C(C#N)=NOC(N1CCOCC1)=[N+](C)C)=O.F[P-](F)(F)(F)(F)F.CCN(C(C)C)C(C)C.C(=O)(O)[O-].[Na+]. (8) The reactants are: Cl.[C:2](=[NH:10])([O:7][CH2:8][CH3:9])[C:3]([CH3:6])([CH3:5])[CH3:4].N1C(C)=CC(C)=CC=1C.Cl[C:21]([O:23][CH2:24][CH3:25])=[O:22]. Given the product [CH2:24]([O:23][C:21]([N:10]=[C:2]([O:7][CH2:8][CH3:9])[C:3]([CH3:6])([CH3:5])[CH3:4])=[O:22])[CH3:25], predict the reactants needed to synthesize it. (9) Given the product [CH3:1][C:2]1[C:9]([CH3:10])=[C:8]([O:11][S:19]([C:22]([F:25])([F:24])[F:23])(=[O:21])=[O:20])[CH:7]=[CH:6][C:3]=1[CH:4]=[O:5], predict the reactants needed to synthesize it. The reactants are: [CH3:1][C:2]1[C:9]([CH3:10])=[C:8]([OH:11])[CH:7]=[CH:6][C:3]=1[CH:4]=[O:5].C1C=CC(N([S:19]([C:22]([F:25])([F:24])[F:23])(=[O:21])=[O:20])[S:19]([C:22]([F:25])([F:24])[F:23])(=[O:21])=[O:20])=CC=1.CCN(C(C)C)C(C)C. (10) Given the product [CH2:17]([CH:29]([O:14][C:6]1[C:7]2[S:8][CH:9]=[CH:10][C:11]=2[C:12]([O:13][CH:29]([CH2:17][CH2:18][CH2:19][CH2:20][CH2:21][CH2:22][CH2:23][CH2:24][CH2:25][CH2:26][CH2:27][CH3:28])[CH2:30][CH2:31][CH2:32][CH2:33][CH2:34][CH2:35][CH2:36][CH2:37][CH2:38][CH2:39][CH2:40][CH3:41])=[C:2]2[S:1][CH:5]=[CH:4][C:3]=12)[CH2:30][CH2:31][CH2:32][CH2:33][CH2:34][CH2:35][CH2:36][CH2:37][CH2:38][CH2:39][CH2:40][CH3:41])[CH2:18][CH2:19][CH2:20][CH2:21][CH2:22][CH2:23][CH2:24][CH2:25][CH2:26][CH2:27][CH3:28], predict the reactants needed to synthesize it. The reactants are: [S:1]1[CH:5]=[CH:4][C:3]2[C:6](=[O:14])[C:7]3[S:8][CH:9]=[CH:10][C:11]=3[C:12](=[O:13])[C:2]1=2.[OH-].[Na+].[CH2:17]([CH:29](OS(C1C=CC(C)=CC=1)(=O)=O)[CH2:30][CH2:31][CH2:32][CH2:33][CH2:34][CH2:35][CH2:36][CH2:37][CH2:38][CH2:39][CH2:40][CH3:41])[CH2:18][CH2:19][CH2:20][CH2:21][CH2:22][CH2:23][CH2:24][CH2:25][CH2:26][CH2:27][CH3:28].